Task: Predict the reactants needed to synthesize the given product.. Dataset: Full USPTO retrosynthesis dataset with 1.9M reactions from patents (1976-2016) (1) The reactants are: [C:1]([OH:14])(=[O:13])/[CH:2]=[CH:3]/[C:4]1[CH:12]=[CH:11][C:9]([OH:10])=[C:6]([O:7][CH3:8])[CH:5]=1.C(OC(=O)C)(=O)C. Given the product [C:1]([OH:14])(=[O:13])[CH3:2].[C:1]([OH:14])(=[O:13])/[CH:2]=[CH:3]/[C:4]1[CH:12]=[CH:11][C:9]([OH:10])=[C:6]([O:7][CH3:8])[CH:5]=1, predict the reactants needed to synthesize it. (2) Given the product [N:10]([C@@H:13]1[C@@H:20]([CH3:21])[O:19][C@H:16]([O:17][CH3:18])[C@@H:15]([O:22][C:1](=[O:8])[C:2]2[CH:7]=[CH:6][CH:5]=[CH:4][CH:3]=2)[C@H:14]1[O:23][C:24](=[O:25])[C:2]1[CH:7]=[CH:6][CH:5]=[CH:4][CH:3]=1)=[N+:11]=[N-:12], predict the reactants needed to synthesize it. The reactants are: [C:1](Cl)(=[O:8])[C:2]1[CH:7]=[CH:6][CH:5]=[CH:4][CH:3]=1.[N:10]([C@@H:13]1[C@@H:20]([CH3:21])[O:19][C@H:16]([O:17][CH3:18])[C@@H:15]([OH:22])[C@H:14]1[OH:23])=[N+:11]=[N-:12].[CH3:24][OH:25]. (3) The reactants are: C(N(CC)CC)C.[F:8][C:9]1[CH:17]=[CH:16][CH:15]=[C:14]2[C:10]=1[C:11]([CH:25]=[O:26])=[CH:12][N:13]2C(OC(C)(C)C)=O.[CH:27](=[N:34][C:35]1[CH:40]=[CH:39][CH:38]=[C:37]([O:41][CH3:42])[CH:36]=1)[C:28]1[CH:33]=[CH:32][CH:31]=[CH:30][CH:29]=1. Given the product [F:8][C:9]1[CH:17]=[CH:16][CH:15]=[C:14]2[C:10]=1[C:11]([C:25](=[O:26])[CH:27]([NH:34][C:35]1[CH:40]=[CH:39][CH:38]=[C:37]([O:41][CH3:42])[CH:36]=1)[C:28]1[CH:29]=[CH:30][CH:31]=[CH:32][CH:33]=1)=[CH:12][NH:13]2, predict the reactants needed to synthesize it.